From a dataset of Forward reaction prediction with 1.9M reactions from USPTO patents (1976-2016). Predict the product of the given reaction. (1) The product is: [Br:12][C:13]1[CH:14]=[C:15]([NH:19][C:20]2[C:29]3[C:24](=[CH:25][C:26]([O:11][CH2:10][CH2:9][CH2:8][N:5]4[CH2:6][CH2:7][O:2][CH2:3][CH2:4]4)=[C:27]([N+:30]([O-:32])=[O:31])[CH:28]=3)[N:23]=[CH:22][N:21]=2)[CH:16]=[CH:17][CH:18]=1. Given the reactants [Na].[O:2]1[CH2:7][CH2:6][N:5]([CH2:8][CH2:9][CH2:10][OH:11])[CH2:4][CH2:3]1.[Br:12][C:13]1[CH:14]=[C:15]([NH:19][C:20]2[C:29]3[C:24](=[CH:25][C:26](F)=[C:27]([N+:30]([O-:32])=[O:31])[CH:28]=3)[N:23]=[CH:22][N:21]=2)[CH:16]=[CH:17][CH:18]=1, predict the reaction product. (2) Given the reactants C(C1C=C(O)C(=O)NN=1)C.C([O:18][C:19]1[N:20]=[N:21][C:22]([C:33]2[CH2:37][CH2:36][CH2:35][CH:34]=2)=[CH:23][C:24]=1[O:25]CC1C=CC=CC=1)C1C=CC=CC=1.C(O)C, predict the reaction product. The product is: [CH:33]1([C:22]2[CH:23]=[C:24]([OH:25])[C:19](=[O:18])[NH:20][N:21]=2)[CH2:34][CH2:35][CH2:36][CH2:37]1.